Dataset: Catalyst prediction with 721,799 reactions and 888 catalyst types from USPTO. Task: Predict which catalyst facilitates the given reaction. (1) The catalyst class is: 4. Product: [F:13][C:9]1[C:10]([CH3:12])=[CH:11][C:6]([NH:5][CH:16]2[CH2:21][CH2:20][N:19]([C:22]([O:24][C:25]([CH3:28])([CH3:27])[CH3:26])=[O:23])[CH2:18][CH2:17]2)=[C:7]([OH:14])[CH:8]=1. Reactant: C([BH3-])#N.[Na+].[NH2:5][C:6]1[CH:11]=[C:10]([CH3:12])[C:9]([F:13])=[CH:8][C:7]=1[OH:14].O=[C:16]1[CH2:21][CH2:20][N:19]([C:22]([O:24][C:25]([CH3:28])([CH3:27])[CH3:26])=[O:23])[CH2:18][CH2:17]1.C(O)(=O)C. (2) Reactant: [CH:1]1([CH2:4][N:5]2[CH2:25][CH2:24][C@:12]34[C:13]5[C:14]6[O:23][C@H:11]3[C:10](=O)[CH2:9][CH2:8][C@@:7]4([OH:27])[C@H:6]2[CH2:19][C:18]=5[CH:17]=[CH:16][C:15]=6[C:20]([NH2:22])=[O:21])[CH2:3][CH2:2]1.Cl. Product: [CH:1]1([CH2:4][N:5]2[CH2:25][CH2:24][C@@:12]34[C:13]5[C:14]([OH:23])=[C:15]([C:20]([NH2:22])=[O:21])[CH:16]=[CH:17][C:18]=5[CH2:19][C@@H:6]2[C@:7]3([OH:27])[CH2:8][CH2:9][CH2:10][CH2:11]4)[CH2:3][CH2:2]1. The catalyst class is: 183. (3) The catalyst class is: 5. Product: [CH3:33][O:34][C:35]1[CH:40]=[CH:39][C:38]([C@H:41]2[CH2:49][N:48]3[C@H:43]([CH:44]=[C:45]([C:2]4[C:3]([C:27]5[CH:28]=[CH:29][N:30]=[CH:31][CH:32]=5)=[C:4]([C:17]5[CH:22]=[CH:21][CH:20]=[C:19]([C:23]([F:26])([F:24])[F:25])[CH:18]=5)[NH:5][CH:6]=4)[CH2:46][CH2:47]3)[CH2:42]2)=[CH:37][CH:36]=1. Reactant: Br[C:2]1[C:3]([C:27]2[CH:32]=[CH:31][N:30]=[CH:29][CH:28]=2)=[C:4]([C:17]2[CH:22]=[CH:21][CH:20]=[C:19]([C:23]([F:26])([F:25])[F:24])[CH:18]=2)[N:5]([Si](C(C)C)(C(C)C)C(C)C)[CH:6]=1.[CH3:33][O:34][C:35]1[CH:40]=[CH:39][C:38]([C@H:41]2[CH2:49][N:48]3[C@H:43]([CH2:44][C:45](=O)[CH2:46][CH2:47]3)[CH2:42]2)=[CH:37][CH:36]=1.ClCCl. (4) Reactant: [Cl:1][C:2]1[C:7](/[C:8](/O)=[CH:9]\[C:10]2[CH:15]=[CH:14][N:13]=[C:12]([Cl:16])[N:11]=2)=[CH:6][CH:5]=[CH:4][C:3]=1[NH:18][S:19]([C:22]1[CH:27]=[C:26]([F:28])[CH:25]=[CH:24][C:23]=1[F:29])(=[O:21])=[O:20].C1C(=O)N(Br)C(=O)C1.[CH3:38][C:39]([CH3:44])([CH3:43])[C:40](=[S:42])[NH2:41]. Product: [Cl:1][C:2]1[C:7]([C:8]2[N:41]=[C:40]([C:39]([CH3:44])([CH3:43])[CH3:38])[S:42][C:9]=2[C:10]2[CH:15]=[CH:14][N:13]=[C:12]([Cl:16])[N:11]=2)=[CH:6][CH:5]=[CH:4][C:3]=1[NH:18][S:19]([C:22]1[CH:27]=[C:26]([F:28])[CH:25]=[CH:24][C:23]=1[F:29])(=[O:21])=[O:20]. The catalyst class is: 474. (5) Reactant: [Cl:1][C:2]1[CH:10]=[C:9]2[C:5]([C:6]([CH2:18][C:19]3[CH:24]=[CH:23][CH:22]=[C:21]([Cl:25])[CH:20]=3)([CH:12]3[CH2:17][CH2:16][CH2:15][NH:14][CH2:13]3)[C:7](=[O:11])[NH:8]2)=[CH:4][CH:3]=1.C(N(CC)CC)C.[Cl:33][C:34]1[CH:39]=[CH:38][C:37]([N:40]=[C:41]=[O:42])=[CH:36][N:35]=1. Product: [Cl:33][C:34]1[N:35]=[CH:36][C:37]([NH:40][C:41]([N:14]2[CH2:15][CH2:16][CH2:17][CH:12]([C:6]3([CH2:18][C:19]4[CH:24]=[CH:23][CH:22]=[C:21]([Cl:25])[CH:20]=4)[C:5]4[C:9](=[CH:10][C:2]([Cl:1])=[CH:3][CH:4]=4)[NH:8][C:7]3=[O:11])[CH2:13]2)=[O:42])=[CH:38][CH:39]=1. The catalyst class is: 426. (6) Reactant: Cl[C:2]1[N:7]=[N:6][C:5]([N:8]2[CH2:13][CH2:12][O:11][CH2:10][CH2:9]2)=[CH:4][CH:3]=1.Cl.[NH2:15][CH2:16][C:17]1[CH:26]=[CH:25][C:20]([C:21]([O:23][CH3:24])=[O:22])=[CH:19][CH:18]=1.[NH4+].[Cl-]. The catalyst class is: 41. Product: [N:8]1([C:5]2[N:6]=[N:7][C:2]([NH:15][CH2:16][C:17]3[CH:18]=[CH:19][C:20]([C:21]([O:23][CH3:24])=[O:22])=[CH:25][CH:26]=3)=[CH:3][CH:4]=2)[CH2:13][CH2:12][O:11][CH2:10][CH2:9]1.